From a dataset of Catalyst prediction with 721,799 reactions and 888 catalyst types from USPTO. Predict which catalyst facilitates the given reaction. (1) Reactant: C(Cl)(=O)C(Cl)=O.CS(C)=O.[CH:11]1([C@@H:17]([N:28]2[CH2:32][C@H:31]([CH2:33][OH:34])[C@@H:30]([C:35]3[CH:40]=[CH:39][CH:38]=[C:37]([F:41])[CH:36]=3)[CH2:29]2)[C:18]([O:20][CH2:21][C:22]2[CH:27]=[CH:26][CH:25]=[CH:24][CH:23]=2)=[O:19])[CH2:16][CH2:15][CH2:14][CH2:13][CH2:12]1. Product: [CH:11]1([C@@H:17]([N:28]2[CH2:32][C@H:31]([CH:33]=[O:34])[C@@H:30]([C:35]3[CH:40]=[CH:39][CH:38]=[C:37]([F:41])[CH:36]=3)[CH2:29]2)[C:18]([O:20][CH2:21][C:22]2[CH:27]=[CH:26][CH:25]=[CH:24][CH:23]=2)=[O:19])[CH2:16][CH2:15][CH2:14][CH2:13][CH2:12]1. The catalyst class is: 2. (2) Reactant: [C:1]([CH:5]1[N:14]2[C:9](=[CH:10][C:11](=[O:20])[C:12]([C:15]([O:17]CC)=[O:16])=[CH:13]2)[C:8]2[CH:21]=[C:22]([O:31][CH3:32])[C:23]([O:25][CH2:26][CH2:27][CH2:28][S:29][CH3:30])=[CH:24][C:7]=2[CH2:6]1)([CH3:4])([CH3:3])[CH3:2].CO.O[Li].O.Cl. Product: [C:1]([CH:5]1[N:14]2[C:9](=[CH:10][C:11](=[O:20])[C:12]([C:15]([OH:17])=[O:16])=[CH:13]2)[C:8]2[CH:21]=[C:22]([O:31][CH3:32])[C:23]([O:25][CH2:26][CH2:27][CH2:28][S:29][CH3:30])=[CH:24][C:7]=2[CH2:6]1)([CH3:4])([CH3:2])[CH3:3]. The catalyst class is: 6. (3) Reactant: [Br:1][C:2]1[CH:3]=[C:4]2[C:9](=[CH:10][CH:11]=1)[N:8]=[C:7]([NH2:12])[N:6]=[CH:5]2.[H-].[Na+].[CH3:15]I. Product: [Br:1][C:2]1[CH:3]=[C:4]2[C:9](=[CH:10][CH:11]=1)[N:8]=[C:7]([NH:12][CH3:15])[N:6]=[CH:5]2. The catalyst class is: 3. (4) Reactant: Cl.[NH2:2][CH:3]([C:16]1[CH:21]=[CH:20][C:19]([Br:22])=[CH:18][CH:17]=1)[C:4]([C@@H:6]1[CH2:11][CH2:10][CH2:9][CH2:8][C@H:7]1[C:12]([O:14][CH3:15])=[O:13])=[O:5].[C:23]([O-])(O)=[O:24].[Na+].ClC(Cl)(OC(=O)OC(Cl)(Cl)Cl)Cl. Product: [Br:22][C:19]1[CH:18]=[CH:17][C:16]([CH:3]([N:2]=[C:23]=[O:24])[C:4]([C@@H:6]2[CH2:11][CH2:10][CH2:9][CH2:8][C@H:7]2[C:12]([O:14][CH3:15])=[O:13])=[O:5])=[CH:21][CH:20]=1. The catalyst class is: 4. (5) Product: [Br:33][C:26]1[CH:25]=[CH:30][C:29]([N:5]2[CH:4]=[C:3]([CH2:2][OH:1])[CH:7]=[N:6]2)=[CH:28][C:27]=1[O:31][CH3:32]. The catalyst class is: 9. Reactant: [OH:1][CH2:2][C:3]1[CH:4]=[N:5][NH:6][CH:7]=1.C(=NO)C1C(=CC=CC=1)O.C(=O)([O-])[O-].[Cs+].[Cs+].I[C:25]1[C:26]([Br:33])=[C:27]([O:31][CH3:32])[CH:28]=[CH:29][CH:30]=1.